From a dataset of Catalyst prediction with 721,799 reactions and 888 catalyst types from USPTO. Predict which catalyst facilitates the given reaction. (1) Reactant: [I:1][C:2]1[C:3]([CH:11](C(OCC)=O)C(OCC)=O)=[N:4][CH:5]=[C:6]([N+:8]([O-:10])=[O:9])[CH:7]=1.C([O-])([O-])=O.[Na+].[Na+]. Product: [I:1][C:2]1[C:3]([CH3:11])=[N:4][CH:5]=[C:6]([N+:8]([O-:10])=[O:9])[CH:7]=1. The catalyst class is: 65. (2) Reactant: Br[C:2]1[C:6]2[CH:7]=[CH:8][C:9]([O:17][CH3:18])=[C:10]([O:11][CH:12]3[CH2:16][CH2:15][CH2:14][CH2:13]3)[C:5]=2[O:4][CH:3]=1.C1(P(C2CCCCC2)C2C=CC=CC=2C2C(C(C)C)=CC(C(C)C)=CC=2C(C)C)CCCCC1.CC(C)([O-])C.[Na+].[Cl:59][C:60]1[CH:61]=[N:62][CH:63]=[C:64]([Cl:67])[C:65]=1[NH2:66]. Product: [Cl:59][C:60]1[CH:61]=[N:62][CH:63]=[C:64]([Cl:67])[C:65]=1[NH:66][C:2]1[C:6]2[CH:7]=[CH:8][C:9]([O:17][CH3:18])=[C:10]([O:11][CH:12]3[CH2:16][CH2:15][CH2:14][CH2:13]3)[C:5]=2[O:4][CH:3]=1. The catalyst class is: 110. (3) Reactant: [NH2:1][C:2]1[CH:7]=[C:6]([C:8]2[C:17]3[C:12](=[CH:13][C:14]([O:23][CH2:24][CH3:25])=[C:15]4[O:20][C:19]([CH3:22])([CH3:21])[CH2:18][C:16]4=3)[CH2:11][C:10]([CH3:27])([CH3:26])[N:9]=2)[CH:5]=[CH:4][C:3]=1/[CH:28]=[CH:29]/[C:30]([O:32][CH3:33])=[O:31].Cl.[N:35]1[CH:40]=[CH:39][CH:38]=[CH:37][C:36]=1[C:41](Cl)=[O:42].C(=O)([O-])[O-].[K+].[K+]. Product: [CH2:24]([O:23][C:14]1[CH:13]=[C:12]2[C:17](=[C:16]3[CH2:18][C:19]([CH3:22])([CH3:21])[O:20][C:15]=13)[C:8]([C:6]1[CH:5]=[CH:4][C:3](/[CH:28]=[CH:29]/[C:30]([O:32][CH3:33])=[O:31])=[C:2]([NH:1][C:41]([C:36]3[CH:37]=[CH:38][CH:39]=[CH:40][N:35]=3)=[O:42])[CH:7]=1)=[N:9][C:10]([CH3:26])([CH3:27])[CH2:11]2)[CH3:25]. The catalyst class is: 468.